Dataset: Full USPTO retrosynthesis dataset with 1.9M reactions from patents (1976-2016). Task: Predict the reactants needed to synthesize the given product. (1) The reactants are: [CH2:1]([O:3][C:4]([C:6]1[CH:7]=[N:8][C:9]2[C:14]([C:15]=1Cl)=[CH:13][CH:12]=[CH:11][C:10]=2[CH2:17][CH2:18][CH3:19])=[O:5])[CH3:2].[CH:20]1([NH2:25])[CH2:24][CH2:23][CH2:22][CH2:21]1. Given the product [CH2:1]([O:3][C:4]([C:6]1[CH:7]=[N:8][C:9]2[C:14]([C:15]=1[NH:25][CH:20]1[CH2:24][CH2:23][CH2:22][CH2:21]1)=[CH:13][CH:12]=[CH:11][C:10]=2[CH2:17][CH2:18][CH3:19])=[O:5])[CH3:2], predict the reactants needed to synthesize it. (2) Given the product [CH2:1]([O:3][C:4]([C:5]1[C:6]2[O:7][CH2:15][C:16](=[O:17])[NH:12][C:8]=2[CH:9]=[CH:10][CH:11]=1)=[O:13])[CH3:2], predict the reactants needed to synthesize it. The reactants are: [CH2:1]([O:3][C:4](=[O:13])[C:5]1[C:6](=[C:8]([NH2:12])[CH:9]=[CH:10][CH:11]=1)[OH:7])[CH3:2].Cl[CH2:15][C:16](Cl)=[O:17].C([O-])([O-])=O.[K+].[K+]. (3) The reactants are: [CH3:1][CH:2]1[CH2:8][N:7]([C:9]([O:11][C:12]([CH3:15])([CH3:14])[CH3:13])=[O:10])[CH2:6][C:5](=C)[CH2:4][O:3]1.C1C[O:20]CC1. Given the product [CH3:1][CH:2]1[CH2:8][N:7]([C:9]([O:11][C:12]([CH3:15])([CH3:14])[CH3:13])=[O:10])[CH2:6][C:5](=[O:20])[CH2:4][O:3]1, predict the reactants needed to synthesize it.